This data is from Full USPTO retrosynthesis dataset with 1.9M reactions from patents (1976-2016). The task is: Predict the reactants needed to synthesize the given product. (1) Given the product [CH3:37][P:35]([CH2:34][C:30]1[CH:29]=[C:28]([N:27]2[C:23]([NH:22][C:20]([NH:19][C:12]3[C:13]4[C:18](=[CH:17][CH:16]=[CH:15][CH:14]=4)[C:9]([O:8][C:6]4[CH:5]=[CH:4][N:3]=[C:2]([NH:46][C:45]5[CH:47]=[CH:48][CH:49]=[CH:50][C:44]=5[O:43][CH3:42])[N:7]=4)=[CH:10][CH:11]=3)=[O:21])=[CH:24][C:25]([CH:39]([CH3:41])[CH3:40])=[N:26]2)[CH:33]=[CH:32][CH:31]=1)([CH3:38])=[O:36], predict the reactants needed to synthesize it. The reactants are: Cl[C:2]1[N:7]=[C:6]([O:8][C:9]2[C:18]3[C:13](=[CH:14][CH:15]=[CH:16][CH:17]=3)[C:12]([NH:19][C:20]([NH:22][C:23]3[N:27]([C:28]4[CH:33]=[CH:32][CH:31]=[C:30]([CH2:34][P:35]([CH3:38])([CH3:37])=[O:36])[CH:29]=4)[N:26]=[C:25]([CH:39]([CH3:41])[CH3:40])[CH:24]=3)=[O:21])=[CH:11][CH:10]=2)[CH:5]=[CH:4][N:3]=1.[CH3:42][O:43][C:44]1[CH:50]=[CH:49][CH:48]=[CH:47][C:45]=1[NH2:46]. (2) Given the product [NH2:2][C:3]1[C:12]([N:13]2[CH2:14][CH2:15][O:16][CH2:17][CH2:18]2)=[CH:11][C:10]2[C:5](=[CH:6][CH:7]=[C:8]([C:19]3[C:27]([CH2:28][CH2:29][C:30]([CH3:31])([CH3:32])[CH3:33])=[CH:26][CH:25]=[CH:24][C:20]=3[C:21]([N:62]3[CH2:63][CH2:64][C@@H:60]([F:59])[CH2:61]3)=[O:22])[CH:9]=2)[N:4]=1, predict the reactants needed to synthesize it. The reactants are: Cl.[NH2:2][C:3]1[C:12]([N:13]2[CH2:18][CH2:17][O:16][CH2:15][CH2:14]2)=[CH:11][C:10]2[C:5](=[CH:6][CH:7]=[C:8]([C:19]3[C:27]([CH2:28][CH2:29][C:30]([CH3:33])([CH3:32])[CH3:31])=[CH:26][CH:25]=[CH:24][C:20]=3[C:21](O)=[O:22])[CH:9]=2)[N:4]=1.CN(C(ON1N=NC2C=CC=NC1=2)=[N+](C)C)C.F[P-](F)(F)(F)(F)F.Cl.[F:59][C@@H:60]1[CH2:64][CH2:63][NH:62][CH2:61]1.CCN(C(C)C)C(C)C. (3) Given the product [CH3:3][O:4][C:5]1[CH:10]=[CH:9][CH:8]=[C:7]([O:11][CH3:12])[C:6]=1[C:13]1[C:21]2[C:16](=[N:17][CH:18]=[C:19]([C:22]3[CH:23]=[C:24]([C:28]([N:30]4[CH2:31][CH2:32][O:33][CH2:34][CH2:35]4)=[O:29])[CH:25]=[CH:26][CH:27]=3)[CH:20]=2)[NH:15][CH:14]=1, predict the reactants needed to synthesize it. The reactants are: CO.[CH3:3][O:4][C:5]1[CH:10]=[CH:9][CH:8]=[C:7]([O:11][CH3:12])[C:6]=1[C:13]1[C:21]2[C:16](=[N:17][CH:18]=[C:19]([C:22]3[CH:23]=[C:24]([C:28]([N:30]4[CH2:35][CH2:34][O:33][CH2:32][CH2:31]4)=[O:29])[CH:25]=[CH:26][CH:27]=3)[CH:20]=2)[N:15](S(C2C=CC(C)=CC=2)(=O)=O)[CH:14]=1.[OH-].[K+]. (4) The reactants are: C(NC(C)C)(C)C.C([Li])CCC.[F:13][C:14]1[CH:19]=[CH:18][CH:17]=[C:16]([F:20])[N:15]=1.[CH:21](=[O:23])[CH3:22].Cl. Given the product [F:13][C:14]1[C:19]([CH:21]([OH:23])[CH3:22])=[CH:18][CH:17]=[C:16]([F:20])[N:15]=1, predict the reactants needed to synthesize it. (5) Given the product [Cl:1][CH2:2][CH2:3][CH2:4][S:5]([O:8][CH2:9][C:10]([CH3:26])([CH3:25])[C@@H:11]([O:15][CH2:16][C:17]1[CH:22]=[CH:21][C:20]([O:23][CH3:24])=[CH:19][CH:18]=1)[C:12]([O:14][CH2:33][C:34]1[CH:39]=[CH:38][CH:37]=[CH:36][CH:35]=1)=[O:13])(=[O:7])=[O:6], predict the reactants needed to synthesize it. The reactants are: [Cl:1][CH2:2][CH2:3][CH2:4][S:5]([O:8][CH2:9][C:10]([CH3:26])([CH3:25])[C@@H:11]([O:15][CH2:16][C:17]1[CH:22]=[CH:21][C:20]([O:23][CH3:24])=[CH:19][CH:18]=1)[C:12]([OH:14])=[O:13])(=[O:7])=[O:6].C(Cl)(=O)C(Cl)=O.[CH2:33](O)[C:34]1[CH:39]=[CH:38][CH:37]=[CH:36][CH:35]=1.N1C=CC=CC=1.